From a dataset of Full USPTO retrosynthesis dataset with 1.9M reactions from patents (1976-2016). Predict the reactants needed to synthesize the given product. (1) Given the product [C:1]([N:4]1[CH2:13][CH2:12][C:11]2[C:6](=[CH:7][CH:8]=[CH:9][C:10]=2[NH:14][CH2:21][C:22]([N:24]([CH2:30][C:31]2[CH:32]=[CH:33][CH:34]=[CH:35][CH:36]=2)[CH2:25][CH2:26][N:27]([CH3:29])[CH3:28])=[O:23])[CH2:5]1)(=[O:3])[CH3:2], predict the reactants needed to synthesize it. The reactants are: [C:1]([N:4]1[CH2:13][CH2:12][C:11]2[C:6](=[CH:7][CH:8]=[CH:9][C:10]=2[N:14]([CH2:21][C:22]([N:24]([CH2:30][C:31]2[CH:36]=[CH:35][CH:34]=[CH:33][CH:32]=2)[CH2:25][CH2:26][N:27]([CH3:29])[CH3:28])=[O:23])C(=O)C(F)(F)F)[CH2:5]1)(=[O:3])[CH3:2].C([O-])([O-])=O.[K+].[K+].C([O-])(O)=O.[Na+]. (2) Given the product [CH3:10][C:11]1[O:15][C:14]([C:16]2[CH:17]=[CH:18][CH:19]=[CH:20][CH:21]=2)=[N:13][C:12]=1[CH2:22][CH2:23][O:1][C:2]1[CH:9]=[CH:8][C:5]([CH:6]=[O:7])=[CH:4][CH:3]=1, predict the reactants needed to synthesize it. The reactants are: [OH:1][C:2]1[CH:9]=[CH:8][C:5]([CH:6]=[O:7])=[CH:4][CH:3]=1.[CH3:10][C:11]1[O:15][C:14]([C:16]2[CH:21]=[CH:20][CH:19]=[CH:18][CH:17]=2)=[N:13][C:12]=1[CH2:22][CH2:23]O.C1(P(C2C=CC=CC=2)C2C=CC=CC=2)C=CC=CC=1.N(C(OCC)=O)=NC(OCC)=O. (3) The reactants are: C(O[C:4](=[O:28])[CH2:5][C:6]([CH:8]1[CH2:13][N:12]([C:14]([O:16][C:17]([CH3:20])([CH3:19])[CH3:18])=[O:15])[CH:11]([C:21]([O:23][C:24]([CH3:27])([CH3:26])[CH3:25])=[O:22])[CH2:10][CH2:9]1)=O)C.[NH2:29][C:30]1[CH:34]=[CH:33][NH:32][N:31]=1. Given the product [OH:28][C:4]1[N:31]2[N:32]=[CH:33][CH:34]=[C:30]2[N:29]=[C:6]([CH:8]2[CH2:13][N:12]([C:14]([O:16][C:17]([CH3:18])([CH3:19])[CH3:20])=[O:15])[CH:11]([C:21]([O:23][C:24]([CH3:25])([CH3:26])[CH3:27])=[O:22])[CH2:10][CH2:9]2)[CH:5]=1, predict the reactants needed to synthesize it. (4) Given the product [CH3:1][C:2]1[CH:3]=[CH:4][C:5]([C:8]([N:14]2[CH2:13][CH2:12][N:11]([C:17]([O:19][C:20]([CH3:23])([CH3:22])[CH3:21])=[O:18])[CH2:16][CH2:15]2)=[O:10])=[N:6][CH:7]=1, predict the reactants needed to synthesize it. The reactants are: [CH3:1][C:2]1[CH:3]=[CH:4][C:5]([C:8]([OH:10])=O)=[N:6][CH:7]=1.[N:11]1([C:17]([O:19][C:20]([CH3:23])([CH3:22])[CH3:21])=[O:18])[CH2:16][CH2:15][NH:14][CH2:13][CH2:12]1.Cl.C(N=C=NCCCN(C)C)C.N1C=CC=CC=1. (5) The reactants are: O.C(=O)([O-])[O-].[Na+].[Na+].I[C:9]1[N:13]([CH2:14][CH:15]([CH3:17])[CH3:16])[C:12]([CH2:18][CH2:19][CH3:20])=[N:11][C:10]=1[C:21]#[N:22].Cl.[NH2:24][C:25]1[CH:30]=[CH:29][CH:28]=[CH:27][C:26]=1B(O)O. Given the product [NH2:24][C:25]1[CH:30]=[CH:29][CH:28]=[CH:27][C:26]=1[C:9]1[N:13]([CH2:14][CH:15]([CH3:17])[CH3:16])[C:12]([CH2:18][CH2:19][CH3:20])=[N:11][C:10]=1[C:21]#[N:22], predict the reactants needed to synthesize it.